Dataset: Full USPTO retrosynthesis dataset with 1.9M reactions from patents (1976-2016). Task: Predict the reactants needed to synthesize the given product. (1) Given the product [CH:35]1([C:16]2[C:15]3[C:19](=[CH:20][C:12]([C:10]4[NH:51][C:44](=[O:45])[O:43][N:11]=4)=[CH:13][CH:14]=3)[N:18]([CH2:21][C:22]([O:24][C:25]([CH3:28])([CH3:27])[CH3:26])=[O:23])[C:17]=2[C:29]2[CH:30]=[CH:31][CH:32]=[CH:33][CH:34]=2)[CH2:40][CH2:39][CH2:38][CH2:37][CH2:36]1, predict the reactants needed to synthesize it. The reactants are: CCN(C(C)C)C(C)C.[C:10]([C:12]1[CH:20]=[C:19]2[C:15]([C:16]([CH:35]3[CH2:40][CH2:39][CH2:38][CH2:37][CH2:36]3)=[C:17]([C:29]3[CH:34]=[CH:33][CH:32]=[CH:31][CH:30]=3)[N:18]2[CH2:21][C:22]([O:24][C:25]([CH3:28])([CH3:27])[CH3:26])=[O:23])=[CH:14][CH:13]=1)#[N:11].Cl.N[OH:43].[C:44]([N:51]1C=CN=C1)(N1C=CN=C1)=[O:45]. (2) Given the product [NH2:24][C:3]1[C:2]([C:32]2[CH:33]=[CH:34][C:29]([C:27]([O:26][CH3:25])=[O:28])=[CH:30][CH:31]=2)=[N:7][CH:6]=[N:5][C:4]=1[NH:8][C@H:9]1[CH2:12][C@H:11]([NH:13][C:14]2[N:23]=[CH:22][C:21]3[C:16](=[CH:17][CH:18]=[CH:19][CH:20]=3)[N:15]=2)[CH2:10]1, predict the reactants needed to synthesize it. The reactants are: Cl[C:2]1[N:7]=[CH:6][N:5]=[C:4]([NH:8][C@H:9]2[CH2:12][C@H:11]([NH:13][C:14]3[N:23]=[CH:22][C:21]4[C:16](=[CH:17][CH:18]=[CH:19][CH:20]=4)[N:15]=3)[CH2:10]2)[C:3]=1[NH2:24].[CH3:25][O:26][C:27]([C:29]1[CH:34]=[CH:33][C:32](B(O)O)=[CH:31][CH:30]=1)=[O:28].C(=O)([O-])[O-].[K+].[K+].O1CCOCC1.